Dataset: CYP2C9 inhibition data for predicting drug metabolism from PubChem BioAssay. Task: Regression/Classification. Given a drug SMILES string, predict its absorption, distribution, metabolism, or excretion properties. Task type varies by dataset: regression for continuous measurements (e.g., permeability, clearance, half-life) or binary classification for categorical outcomes (e.g., BBB penetration, CYP inhibition). Dataset: cyp2c9_veith. The drug is FC(F)(F)c1ccccc1-c1cncnc1NCc1ccccc1. The result is 0 (non-inhibitor).